Dataset: Forward reaction prediction with 1.9M reactions from USPTO patents (1976-2016). Task: Predict the product of the given reaction. (1) Given the reactants N#N.[CH3:3][C:4]1([C:9]2[CH:10]=[C:11]([CH2:14][N:15]3[CH:19]=[C:18]([N+:20]([O-])=O)[CH:17]=[N:16]3)[S:12][CH:13]=2)[O:8][CH2:7][CH2:6][O:5]1.[NH4+].[Cl-], predict the reaction product. The product is: [CH3:3][C:4]1([C:9]2[CH:10]=[C:11]([CH2:14][N:15]3[CH:19]=[C:18]([NH2:20])[CH:17]=[N:16]3)[S:12][CH:13]=2)[O:8][CH2:7][CH2:6][O:5]1. (2) Given the reactants [OH:1][C:2]1[C:9]([CH3:10])=[C:8]([O:11][CH2:12][CH2:13][CH3:14])[CH:7]=[CH:6][C:3]=1[CH:4]=[O:5].C([O-])([O-])=O.[K+].[K+].[I-].[K+].Cl.Cl[CH2:25][CH2:26][N:27]([CH3:29])[CH3:28], predict the reaction product. The product is: [CH3:28][N:27]([CH3:29])[CH2:26][CH2:25][O:1][C:2]1[C:9]([CH3:10])=[C:8]([O:11][CH2:12][CH2:13][CH3:14])[CH:7]=[CH:6][C:3]=1[CH:4]=[O:5]. (3) Given the reactants Br[C:2]1[C:3]([O:5][CH2:6][C:7]=1Br)=[O:4].[C:9]1(B(O)O)[CH:14]=[CH:13][CH:12]=[CH:11][CH:10]=1.[C:18]1(C)[CH:23]=[CH:22][CH:21]=[CH:20][CH:19]=1, predict the reaction product. The product is: [C:9]1([C:2]2[C:3]([O:5][CH2:6][C:7]=2[C:18]2[CH:23]=[CH:22][CH:21]=[CH:20][CH:19]=2)=[O:4])[CH:14]=[CH:13][CH:12]=[CH:11][CH:10]=1. (4) Given the reactants [CH3:1][NH:2][C:3]1[C:8]([NH2:9])=[CH:7][C:6]([C:10]([F:13])([F:12])[F:11])=[CH:5][N:4]=1.C1N=CN([C:19](N2C=NC=C2)=[O:20])C=1.C(#N)C, predict the reaction product. The product is: [CH3:1][N:2]1[C:3]2=[N:4][CH:5]=[C:6]([C:10]([F:13])([F:11])[F:12])[CH:7]=[C:8]2[NH:9][C:19]1=[O:20]. (5) The product is: [CH:10]1([CH2:13][CH:14]([O:20][S:22]([CH3:21])(=[O:24])=[O:23])[C:15]([O:17][CH2:18][CH3:19])=[O:16])[CH2:12][CH2:11]1. Given the reactants C(N(C(C)C)C(C)C)C.[CH:10]1([CH2:13][CH:14]([OH:20])[C:15]([O:17][CH2:18][CH3:19])=[O:16])[CH2:12][CH2:11]1.[CH3:21][S:22](Cl)(=[O:24])=[O:23], predict the reaction product. (6) Given the reactants [CH:1]([C:3]1[N:8]=[CH:7][C:6]([C:9]2[CH:18]=[CH:17][C:12]([C:13]([NH:15][CH3:16])=[O:14])=[CH:11][CH:10]=2)=[CH:5][CH:4]=1)=[O:2].[CH2:19]([Mg]Br)[CH3:20].C(OCC)C.CO.C(Cl)Cl, predict the reaction product. The product is: [OH:2][CH:1]([C:3]1[N:8]=[CH:7][C:6]([C:9]2[CH:18]=[CH:17][C:12]([C:13]([NH:15][CH3:16])=[O:14])=[CH:11][CH:10]=2)=[CH:5][CH:4]=1)[CH2:19][CH3:20].